This data is from Forward reaction prediction with 1.9M reactions from USPTO patents (1976-2016). The task is: Predict the product of the given reaction. (1) Given the reactants [Br:1][C:2]1[CH:6]=[C:5]([N:7]2[CH2:11][CH2:10][CH2:9][C@@H:8]2[CH2:12][NH:13][CH3:14])[N:4]([CH3:15])[N:3]=1.C(N(CC)CC)C.[CH3:23][S:24](Cl)(=[O:26])=[O:25], predict the reaction product. The product is: [Br:1][C:2]1[CH:6]=[C:5]([N:7]2[CH2:11][CH2:10][CH2:9][C@@H:8]2[CH2:12][N:13]([CH3:14])[S:24]([CH3:23])(=[O:26])=[O:25])[N:4]([CH3:15])[N:3]=1. (2) The product is: [CH2:27]([O:24][CH2:23][C:21]1[CH:20]=[CH:19][C:3]([CH2:4][N:5]2[C:9]3=[N:10][C:11]([C:14]([O:16][CH3:17])=[O:15])=[CH:12][CH:13]=[C:8]3[N:7]=[C:6]2[CH3:18])=[C:2]([Cl:1])[CH:22]=1)[C:28]1[CH:33]=[CH:32][CH:31]=[CH:30][CH:29]=1. Given the reactants [Cl:1][C:2]1[CH:22]=[C:21]([CH2:23][OH:24])[CH:20]=[CH:19][C:3]=1[CH2:4][N:5]1[C:9]2=[N:10][C:11]([C:14]([O:16][CH3:17])=[O:15])=[CH:12][CH:13]=[C:8]2[N:7]=[C:6]1[CH3:18].[H-].[Na+].[CH2:27](Br)[C:28]1[CH:33]=[CH:32][CH:31]=[CH:30][CH:29]=1, predict the reaction product. (3) Given the reactants [C:1]([O:5][C:6](=[O:22])[NH:7][C:8]1[CH:13]=[C:12]([N:14]([CH3:16])[CH3:15])[C:11]([C:17]([F:20])([F:19])[F:18])=[CH:10][C:9]=1[NH2:21])([CH3:4])([CH3:3])[CH3:2].C([O:27][C:28](=O)[CH2:29][C:30]([C:32]1[CH:37]=[CH:36][CH:35]=[C:34]([C:38]2[CH:39]=[N:40][C:41]([CH3:44])=[CH:42][CH:43]=2)[CH:33]=1)=[O:31])(C)(C)C, predict the reaction product. The product is: [C:1]([O:5][C:6](=[O:22])[NH:7][C:8]1[CH:13]=[C:12]([N:14]([CH3:16])[CH3:15])[C:11]([C:17]([F:20])([F:19])[F:18])=[CH:10][C:9]=1[NH:21][C:28](=[O:27])[CH2:29][C:30]([C:32]1[CH:37]=[CH:36][CH:35]=[C:34]([C:38]2[CH:39]=[N:40][C:41]([CH3:44])=[CH:42][CH:43]=2)[CH:33]=1)=[O:31])([CH3:4])([CH3:2])[CH3:3]. (4) Given the reactants [NH2:1][CH:2]([C:4]1[CH:12]=[CH:11][C:7]([C:8]([OH:10])=[O:9])=[CH:6][C:5]=1[Br:13])[CH3:3].CC(C)=O.[CH3:18][C:19]([O:22][C:23](O[C:23]([O:22][C:19]([CH3:21])([CH3:20])[CH3:18])=[O:24])=[O:24])([CH3:21])[CH3:20], predict the reaction product. The product is: [Br:13][C:5]1[CH:6]=[C:7]([CH:11]=[CH:12][C:4]=1[CH:2]([NH:1][C:23]([O:22][C:19]([CH3:21])([CH3:20])[CH3:18])=[O:24])[CH3:3])[C:8]([OH:10])=[O:9]. (5) Given the reactants [Br:1][C:2]1[CH:7]=[CH:6][C:5]([CH:8]([CH3:22])[C:9]([C:15]2[CH:16]=[CH:17][C:18](=[O:21])[NH:19][CH:20]=2)([OH:14])[C:10]([F:13])([F:12])[F:11])=[C:4]([Cl:23])[CH:3]=1.I[CH2:25][CH3:26], predict the reaction product. The product is: [Br:1][C:2]1[CH:7]=[CH:6][C:5]([CH:8]([CH3:22])[C:9]([C:15]2[CH:16]=[CH:17][C:18](=[O:21])[N:19]([CH2:25][CH3:26])[CH:20]=2)([OH:14])[C:10]([F:13])([F:11])[F:12])=[C:4]([Cl:23])[CH:3]=1.